From a dataset of Full USPTO retrosynthesis dataset with 1.9M reactions from patents (1976-2016). Predict the reactants needed to synthesize the given product. Given the product [CH2:2]([N:9]1[C:26]([CH:27]=[O:28])=[CH:29][N:15]=[C:10]1[C:11]([CH3:12])([CH3:14])[CH3:13])[C:3]1[CH:8]=[CH:7][CH:6]=[CH:5][CH:4]=1, predict the reactants needed to synthesize it. The reactants are: Cl.[CH2:2]([NH:9][C:10](=[NH:15])[C:11]([CH3:14])([CH3:13])[CH3:12])[C:3]1[CH:8]=[CH:7][CH:6]=[CH:5][CH:4]=1.C(=O)([O-])[O-].[K+].[K+].C(Cl)Cl.Br/[C:26](=[CH:29]/OC1CCCCC1)/[CH:27]=[O:28].